From a dataset of Drug-target binding data from BindingDB using IC50 measurements. Regression. Given a target protein amino acid sequence and a drug SMILES string, predict the binding affinity score between them. We predict pIC50 (pIC50 = -log10(IC50 in M); higher means more potent). Dataset: bindingdb_ic50. (1) The drug is O=C(c1ccc(Cl)cc1)c1ccc(OC2CN3CCC2CC3)cc1. The target protein (P48450) has sequence MTEGTCLRRRGGPYKTEPATDLTRWRLHNELGRQRWTYYQAEEDPGREQTGLEAHSLGLDTTSYFKNLPKAQTAHEGALNGVTFYAKLQAEDGHWAGDYGGPLFLLPGLLITCHIAHIPLPAGYREEMVRYLRSVQLPDGGWGLHIEDKSTVFGTALSYVSLRILGIGPDDPDLVRARNILHKKGGAVAIPSWGKFWLAVLNVYSWEGINTLFPEMWLLPEWFPAHPSTLWCHCRQVYLPMSYCYATRLSASEDPLVQSLRQELYVEDYASIDWPAQKNNVCPDDMYTPHSWLLHVVYGLLNLYERFHSTSLRKWAIQLLYEHVAADDRFTKCISIGPISKTVNMLIRWSVDGPSSPAFQEHVSRIKDYLWLGLDGMKMQGTNGSQTWDTSFAVQALLEAGAHRRPEFLPCLQKAHEFLRLSQVPDNNPDYQKYYRHMHKGGFPFSTLDCGWIVADCTAEALKAVLLLQERCPSITEHVPRERLYDAVAVLLSMRNSDGG.... The pIC50 is 6.8. (2) The compound is CC[C@@H](C(N)=O)N1CC(NC(=O)OC)CC1=O. The target protein (Q02563) has sequence MEEGFRDRAAFIRGAKDIAKEVKKHAAKKVVKGLDRVQDEYSRRSYSRFEEEEDDDDFPAPADGYYRGEGAQDEEEGGASSDATEGHDEDDEIYEGEYQGIPRAESGGKGERMADGAPLAGVRGGLSDGEGPPGGRGEAQRRKDREELAQQYETILRECGHGRFQWTLYFVLGLALMADGVEVFVVGFVLPSAEKDMCLSDSNKGMLGLIVYLGMMVGAFLWGGLADRLGRRQCLLISLSVNSVFAFFSSFVQGYGTFLFCRLLSGVGIGGSIPIVFSYFSEFLAQEKRGEHLSWLCMFWMIGGVYAAAMAWAIIPHYGWSFQMGSAYQFHSWRVFVLVCAFPSVFAIGALTTQPESPRFFLENGKHDEAWMVLKQVHDTNMRAKGHPERVFSVTHIKTIHQEDELIEIQSDTGTWYQRWGVRALSLGGQVWGNFLSCFSPEYRRITLMMMGVWFTMSFSYYGLTVWFPDMIRHLQAVDYAARTKVFPGERVEHVTFNFT.... The pIC50 is 5.8. (3) The drug is O=C(O)Cc1cccc(NC(=O)CCc2cc(O)c(O)c(O)c2)c1. The target protein (P16109) has sequence MANCQIAILYQRFQRVVFGISQLLCFSALISELTNQKEVAAWTYHYSTKAYSWNISRKYCQNRYTDLVAIQNKNEIDYLNKVLPYYSSYYWIGIRKNNKTWTWVGTKKALTNEAENWADNEPNNKRNNEDCVEIYIKSPSAPGKWNDEHCLKKKHALCYTASCQDMSCSKQGECLETIGNYTCSCYPGFYGPECEYVRECGELELPQHVLMNCSHPLGNFSFNSQCSFHCTDGYQVNGPSKLECLASGIWTNKPPQCLAAQCPPLKIPERGNMTCLHSAKAFQHQSSCSFSCEEGFALVGPEVVQCTASGVWTAPAPVCKAVQCQHLEAPSEGTMDCVHPLTAFAYGSSCKFECQPGYRVRGLDMLRCIDSGHWSAPLPTCEAISCEPLESPVHGSMDCSPSLRAFQYDTNCSFRCAEGFMLRGADIVRCDNLGQWTAPAPVCQALQCQDLPVPNEARVNCSHPFGAFRYQSVCSFTCNEGLLLVGASVLQCLATGNWNS.... The pIC50 is 5.6. (4) The drug is CC(Nc1nc(N2CCNCC2)nc2ccccc12)c1ccccc1. The target protein (P24666) has sequence MAEQATKSVLFVCLGNICRSPIAEAVFRKLVTDQNISENWRVDSAATSGYEIGNPPDYRGQSCMKRHGIPMSHVARQITKEDFATFDYILCMDESNLRDLNRKSNQVKTCKAKIELLGSYDPQKQLIIEDPYYGNDSDFETVYQQCVRCCRAFLEKAH. The pIC50 is 4.9.